Task: Predict the product of the given reaction.. Dataset: Forward reaction prediction with 1.9M reactions from USPTO patents (1976-2016) (1) Given the reactants [Si:1]([O:8][C@@H:9]1[C@H:13]([CH2:14][O:15][Si:16]([C:19]([CH3:22])([CH3:21])[CH3:20])([CH3:18])[CH3:17])[CH2:12][C@@H:11]([OH:23])[CH2:10]1)([C:4]([CH3:7])([CH3:6])[CH3:5])([CH3:3])[CH3:2].CN(C=O)C.[H-].[Na+].[Cl:31][C:32]1[CH:37]=[C:36]([N+]([O-])=O)[CH:35]=[CH:34][N:33]=1, predict the reaction product. The product is: [Si:1]([O:8][C@@H:9]1[C@H:13]([CH2:14][O:15][Si:16]([C:19]([CH3:22])([CH3:21])[CH3:20])([CH3:17])[CH3:18])[CH2:12][C@@H:11]([O:23][C:36]2[CH:35]=[CH:34][N:33]=[C:32]([Cl:31])[CH:37]=2)[CH2:10]1)([C:4]([CH3:7])([CH3:6])[CH3:5])([CH3:3])[CH3:2]. (2) Given the reactants [CH:1]1([C:6]2[C:15]([C:16]([C:18]3[CH:23]=[CH:22][C:21]([C:24]([F:27])([F:26])[F:25])=[CH:20][CH:19]=3)=[O:17])=[C:14]([C:28]3[CH:33]=[CH:32][C:31]([F:34])=[C:30]([F:35])[CH:29]=3)[C:13]3[CH:12]([OH:36])[CH2:11][C:10]([CH3:38])([CH3:37])[CH2:9][C:8]=3[N:7]=2)[CH2:5][CH2:4][CH2:3][CH2:2]1.N1C(C)=CC=CC=1C.FC(F)(F)S(O[Si:53]([C:56]([CH3:59])([CH3:58])[CH3:57])([CH3:55])[CH3:54])(=O)=O, predict the reaction product. The product is: [Si:53]([O:36][CH:12]1[CH2:11][C:10]([CH3:38])([CH3:37])[CH2:9][C:8]2[N:7]=[C:6]([CH:1]3[CH2:5][CH2:4][CH2:3][CH2:2]3)[C:15]([C:16]([C:18]3[CH:23]=[CH:22][C:21]([C:24]([F:26])([F:27])[F:25])=[CH:20][CH:19]=3)=[O:17])=[C:14]([C:28]3[CH:33]=[CH:32][C:31]([F:34])=[C:30]([F:35])[CH:29]=3)[C:13]1=2)([C:56]([CH3:59])([CH3:58])[CH3:57])([CH3:55])[CH3:54]. (3) Given the reactants CNC(C1C(N)=NC=C(C2C=CC=C(CN)C=2)N=1)=O.[NH2:20][C:21]1[C:22]([C:43]([NH:45][CH3:46])=[O:44])=[N:23][C:24]([C:27]2[CH:32]=[CH:31][CH:30]=[C:29]([CH2:33][NH:34][C:35]([C:37]3[CH:42]=[CH:41][CH:40]=[CH:39][CH:38]=3)=[O:36])[CH:28]=2)=[CH:25][N:26]=1.C(Cl)(=O)C1C=CC=CC=1.O, predict the reaction product. The product is: [CH3:46][NH:45][C:43]([C:22]1[C:21]([NH2:20])=[N:26][CH:25]=[C:24]([C:27]2[CH:32]=[CH:31][CH:30]=[C:29]([CH2:33][NH:34][C:35](=[O:36])[C:37]3[CH:42]=[CH:41][CH:40]=[CH:39][CH:38]=3)[CH:28]=2)[N:23]=1)=[O:44].